This data is from Full USPTO retrosynthesis dataset with 1.9M reactions from patents (1976-2016). The task is: Predict the reactants needed to synthesize the given product. (1) Given the product [CH3:25][NH:24][C:22]([C:18]1[CH:17]=[C:16]([O:8][C:5]2[CH:6]=[CH:7][C:2]([NH2:1])=[CH:3][CH:4]=2)[CH:21]=[CH:20][N:19]=1)=[O:23], predict the reactants needed to synthesize it. The reactants are: [NH2:1][C:2]1[CH:7]=[CH:6][C:5]([OH:8])=[CH:4][CH:3]=1.CC(C)([O-])C.[K+].Cl[C:16]1[CH:21]=[CH:20][N:19]=[C:18]([C:22]([NH:24][CH3:25])=[O:23])[CH:17]=1.C([O-])([O-])=O.[K+].[K+]. (2) Given the product [CH2:7]([CH:9]([CH2:24][CH2:25][CH2:26][CH3:27])[CH2:10][O:11][P:12]([O-:23])([O:13][CH2:14][CH:15]([CH2:20][CH3:21])[CH2:16][CH2:17][CH2:18][CH3:19])=[O:22])[CH3:8].[Nd+:2], predict the reactants needed to synthesize it. The reactants are: [O-2].[Nd+3:2].[O-2].[O-2].[Nd+3].[Nd].[CH2:7]([CH:9]([CH2:24][CH2:25][CH2:26][CH3:27])[CH2:10][O:11][P:12](=[O:23])([OH:22])[O:13][CH2:14][CH:15]([CH2:20][CH3:21])[CH2:16][CH2:17][CH2:18][CH3:19])[CH3:8].CC1CCCCC1.Cl. (3) Given the product [P:12]([OH:19])([OH:14])([O:11][CH2:10][CH:9]([NH2:24])[CH2:8][O:7][C:6]1[CH:32]=[C:2]([Cl:1])[C:3]([C:34]2[S:35][C:36]([C:39]3[N:40]=[C:41]4[C:46]([Cl:47])=[CH:45][C:44]([C:48]([F:51])([F:50])[F:49])=[CH:43][N:42]4[CH:52]=3)=[N:37][N:38]=2)=[CH:4][C:5]=1[F:33])=[O:13], predict the reactants needed to synthesize it. The reactants are: [Cl:1][C:2]1[C:3]([C:34]2[S:35][C:36]([C:39]3[N:40]=[C:41]4[C:46]([Cl:47])=[CH:45][C:44]([C:48]([F:51])([F:50])[F:49])=[CH:43][N:42]4[CH:52]=3)=[N:37][N:38]=2)=[CH:4][C:5]([F:33])=[C:6]([CH:32]=1)[O:7][CH2:8][CH:9]([NH:24]C(=O)OC(C)(C)C)[CH2:10][O:11][P:12]([O:19]C(C)(C)C)([O:14]C(C)(C)C)=[O:13].Cl. (4) Given the product [F:1][C:2]1[CH:3]=[CH:4][C:5]([C:8]2[N:12]=[C:11]([S:13]([CH3:14])=[O:27])[N:10]([CH3:15])[C:9]=2[C:16]2[CH:21]=[CH:20][N:19]=[C:18]([NH:22][CH2:23][CH:24]([OH:26])[CH3:25])[CH:17]=2)=[CH:6][CH:7]=1, predict the reactants needed to synthesize it. The reactants are: [F:1][C:2]1[CH:7]=[CH:6][C:5]([C:8]2[N:12]=[C:11]([S:13][CH3:14])[N:10]([CH3:15])[C:9]=2[C:16]2[CH:21]=[CH:20][N:19]=[C:18]([NH:22][CH2:23][CH:24]([OH:26])[CH3:25])[CH:17]=2)=[CH:4][CH:3]=1.[OH:27]O.N. (5) Given the product [F:12][C:11]1[C:2]([F:1])=[CH:3][C:4]([OH:13])=[C:5]([CH3:6])[CH:10]=1, predict the reactants needed to synthesize it. The reactants are: [F:1][C:2]1[C:11]([F:12])=[CH:10][C:5]([CH2:6]N(C)C)=[C:4]([OH:13])[CH:3]=1.[H][H]. (6) The reactants are: [CH3:1][CH:2]([N:4]1[C:12](/[CH:13]=[CH:14]/[C@H:15]([OH:24])[CH2:16][C@H:17]([OH:23])[CH2:18][C:19]([O:21]C)=[O:20])=[C:11]([C:25]2[CH:30]=[CH:29][C:28]([F:31])=[CH:27][CH:26]=2)[C:10]2[C:5]1=[CH:6][CH:7]=[CH:8][CH:9]=2)[CH3:3].CCO.[OH-].[Na+:36].CC(O)C. Given the product [CH3:3][CH:2]([N:4]1[C:12](/[CH:13]=[CH:14]/[CH:15]([OH:24])[CH2:16][CH:17]([OH:23])[CH2:18][C:19]([O-:21])=[O:20])=[C:11]([C:25]2[CH:26]=[CH:27][C:28]([F:31])=[CH:29][CH:30]=2)[C:10]2[CH:9]=[CH:8][CH:7]=[CH:6][C:5]1=2)[CH3:1].[Na+:36], predict the reactants needed to synthesize it. (7) Given the product [Br:47][C:48]1[C:49]([CH3:65])=[C:50]([CH3:64])[C:51]2[N:52]([CH:54]=[C:55]([CH2:57][C@@H:58]3[CH2:63][CH2:62][CH2:61][CH2:60][N:59]3[C:7]([C:5]3[N:6]=[C:2]([CH3:1])[S:3][C:4]=3[C:10]3[CH:15]=[CH:14][CH:13]=[CH:12][CH:11]=3)=[O:9])[N:56]=2)[CH:53]=1, predict the reactants needed to synthesize it. The reactants are: [CH3:1][C:2]1[S:3][C:4]([C:10]2[CH:15]=[CH:14][CH:13]=[CH:12][CH:11]=2)=[C:5]([C:7]([OH:9])=O)[N:6]=1.CCN(C(C)C)C(C)C.CN(C(ON1N=NC2C=CC=CC1=2)=[N+](C)C)C.[B-](F)(F)(F)F.[Br:47][C:48]1[C:49]([CH3:65])=[C:50]([CH3:64])[C:51]2[N:52]([CH:54]=[C:55]([CH2:57][C@@H:58]3[CH2:63][CH2:62][CH2:61][CH2:60][NH:59]3)[N:56]=2)[CH:53]=1.